From a dataset of Catalyst prediction with 721,799 reactions and 888 catalyst types from USPTO. Predict which catalyst facilitates the given reaction. (1) Reactant: [Cl:1][C:2]1[CH:10]=[CH:9][C:5]([C:6](Cl)=[O:7])=[CH:4][CH:3]=1.C1COCC1.[F:16][C:17]([F:35])([F:34])[C:18]1[CH:22]=[C:21]([C:23]([F:26])([F:25])[F:24])[N:20]([C:27]2[CH:33]=[CH:32][C:30]([NH2:31])=[CH:29][CH:28]=2)[N:19]=1.C(N(CC)CC)C. Product: [Cl:1][C:2]1[CH:10]=[CH:9][C:5]([C:6]([NH:31][C:30]2[CH:29]=[CH:28][C:27]([N:20]3[C:21]([C:23]([F:24])([F:25])[F:26])=[CH:22][C:18]([C:17]([F:35])([F:34])[F:16])=[N:19]3)=[CH:33][CH:32]=2)=[O:7])=[CH:4][CH:3]=1. The catalyst class is: 6. (2) Reactant: [F:1][C:2]([F:22])([F:21])[C:3]1[CH:7]=[C:6]([C:8]([F:11])([F:10])[F:9])[N:5]([CH2:12][C:13]2[CH:19]=[CH:18][C:16]([NH2:17])=[C:15]([CH3:20])[CH:14]=2)[N:4]=1.C(N(CC)CC)C.[Cl:30][C:31]1[C:32]([C:40](=[O:46])[N:41]([CH2:44][CH3:45])[CH2:42][CH3:43])=[C:33]([CH:37]=[CH:38][CH:39]=1)[C:34](Cl)=[O:35]. Product: [F:22][C:2]([F:1])([F:21])[C:3]1[CH:7]=[C:6]([C:8]([F:11])([F:9])[F:10])[N:5]([CH2:12][C:13]2[CH:19]=[CH:18][C:16]([NH:17][C:34]([C:33]3[C:32]([C:40]([N:41]([CH2:44][CH3:45])[CH2:42][CH3:43])=[O:46])=[C:31]([Cl:30])[CH:39]=[CH:38][CH:37]=3)=[O:35])=[C:15]([CH3:20])[CH:14]=2)[N:4]=1. The catalyst class is: 56. (3) Reactant: [CH3:1][C:2]1[O:3][C:4]2[CH2:5][N:6](C(OCC3C=CC=CC=3)=O)[CH2:7][C:8]([CH3:12])([CH3:11])[C:9]=2[N:10]=1.[H][H]. Product: [CH3:1][C:2]1[O:3][C:4]2[CH2:5][NH:6][CH2:7][C:8]([CH3:12])([CH3:11])[C:9]=2[N:10]=1. The catalyst class is: 19. (4) Reactant: Br[C:2]1[CH:3]=[C:4]2[C:9](=[CH:10][C:11]=1[F:12])[N:8]=[CH:7][CH:6]=[C:5]2[Cl:13].Br[C:15]1[C:16]([F:26])=[C:17]2[C:22](=[CH:23][CH:24]=1)[N:21]=[CH:20][CH:19]=[C:18]2[Cl:25].[CH3:27][C:28]([SH:31])([CH3:30])[CH3:29].[Na].C([O-])([O-])=O.[Na+].[Na+].CC1(C)C2C(=C(P(C3C=CC=CC=3)C3C=CC=CC=3)C=CC=2)OC2C(P(C3C=CC=CC=3)C3C=CC=CC=3)=CC=CC1=2. Product: [C:28]([S:31][C:2]1[CH:3]=[C:4]2[C:9](=[CH:10][C:11]=1[F:12])[N:8]=[CH:7][CH:6]=[C:5]2[Cl:13])([CH3:30])([CH3:29])[CH3:27].[C:28]([S:31][C:15]1[C:16]([F:26])=[C:17]2[C:22](=[CH:23][CH:24]=1)[N:21]=[CH:20][CH:19]=[C:18]2[Cl:25])([CH3:30])([CH3:29])[CH3:27]. The catalyst class is: 62. (5) Reactant: Br[C:2]1[CH:3]=[CH:4][C:5]([F:29])=[C:6]([C@:8]2([CH2:27][F:28])[CH2:13][C@@H:12]([C:14]([F:17])([F:16])[F:15])[O:11][C:10]([NH:18][C:19](=[O:26])[C:20]3[CH:25]=[CH:24][CH:23]=[CH:22][CH:21]=3)=[N:9]2)[CH:7]=1.CC1(C)C2C(=C(P(C3C=CC=CC=3)C3C=CC=CC=3)C=CC=2)[O:51][C:33]2C(P(C3C=CC=CC=3)C3C=CC=CC=3)=CC=CC1=2.C(=O)([O-])[O-].[Na+].[Na+].[CH3:78][O:79][CH2:80][C@@H:81]([NH2:83])[CH3:82]. Product: [C:19]([NH:18][C:10]1[O:11][C@H:12]([C:14]([F:16])([F:17])[F:15])[CH2:13][C@:8]([C:6]2[CH:7]=[C:2]([CH:3]=[CH:4][C:5]=2[F:29])[C:33]([NH:83][C@@H:81]([CH3:82])[CH2:80][O:79][CH3:78])=[O:51])([CH2:27][F:28])[N:9]=1)(=[O:26])[C:20]1[CH:21]=[CH:22][CH:23]=[CH:24][CH:25]=1. The catalyst class is: 164. (6) Product: [F:1][C:2]1[CH:24]=[CH:23][CH:22]=[CH:21][C:3]=1[O:4][C:5]1[C:18](=[O:19])[N:17]([CH3:20])[C:8]2[N:9]=[C:10]([NH:29][CH2:28][CH2:27][O:26][CH3:25])[N:11]=[CH:12][C:7]=2[CH:6]=1. Reactant: [F:1][C:2]1[CH:24]=[CH:23][CH:22]=[CH:21][C:3]=1[O:4][C:5]1[C:18](=[O:19])[N:17]([CH3:20])[C:8]2[N:9]=[C:10](S(C)(=O)=O)[N:11]=[CH:12][C:7]=2[CH:6]=1.[CH3:25][O:26][CH2:27][CH2:28][NH2:29]. The catalyst class is: 22. (7) Reactant: O=[C:2]([N:18]1[CH2:23][CH2:22][CH2:21][CH2:20][CH2:19]1)[CH2:3][O:4][CH:5]1[CH2:10][CH2:9][N:8]([C:11]([O:13][C:14]([CH3:17])([CH3:16])[CH3:15])=[O:12])[CH2:7][CH2:6]1. Product: [N:18]1([CH2:2][CH2:3][O:4][CH:5]2[CH2:10][CH2:9][N:8]([C:11]([O:13][C:14]([CH3:17])([CH3:16])[CH3:15])=[O:12])[CH2:7][CH2:6]2)[CH2:23][CH2:22][CH2:21][CH2:20][CH2:19]1. The catalyst class is: 1. (8) Reactant: [Cl:1][C:2]1[C:3]([C:16]2[CH:17]=[N:18][C:19](F)=[C:20]([Cl:22])[CH:21]=2)=[CH:4][C:5]([F:15])=[C:6]([CH:14]=1)[C:7]([NH:9][S:10]([CH3:13])(=[O:12])=[O:11])=[O:8].C([O-])([O-])=O.[Cs+].[Cs+].[F:30][C:31]1[C:36]([F:37])=[CH:35][C:34]([F:38])=[CH:33][C:32]=1[OH:39]. Product: [Cl:1][C:2]1[C:3]([C:16]2[CH:17]=[N:18][C:19]([O:39][C:32]3[CH:33]=[C:34]([F:38])[CH:35]=[C:36]([F:37])[C:31]=3[F:30])=[C:20]([Cl:22])[CH:21]=2)=[CH:4][C:5]([F:15])=[C:6]([CH:14]=1)[C:7]([NH:9][S:10]([CH3:13])(=[O:12])=[O:11])=[O:8]. The catalyst class is: 16. (9) Reactant: [NH2:1][C:2]1[CH:11]=[CH:10][CH:9]=[C:4]([C:5]([O:7][CH3:8])=[O:6])[C:3]=1[C:12]([O:14]C)=O.C(O)(=O)C.[CH:20](N)=[NH:21]. Product: [O:14]=[C:12]1[C:3]2[C:4]([C:5]([O:7][CH3:8])=[O:6])=[CH:9][CH:10]=[CH:11][C:2]=2[N:1]=[CH:20][NH:21]1. The catalyst class is: 141. (10) Reactant: [CH3:1][O:2][C:3]1[C:4]([N:9]2[CH2:14][CH2:13][CH:12]([C:15]([OH:17])=O)[CH2:11][CH2:10]2)=[N:5][CH:6]=[CH:7][CH:8]=1.C(Cl)(=O)C(Cl)=O.[CH3:24][C:25]1[CH:26]=[CH:27][C:28]2[NH:37][CH2:36][CH2:35][C:34]3[N:33]=[C:32]([N:38]4[CH2:43][CH2:42][O:41][CH2:40][CH2:39]4)[NH:31][C:30]=3[C:29]=2[CH:44]=1.C(N(CC)CC)C. Product: [CH3:1][O:2][C:3]1[C:4]([N:9]2[CH2:10][CH2:11][CH:12]([C:15]([N:37]3[CH2:36][CH2:35][C:34]4[N:33]=[C:32]([N:38]5[CH2:39][CH2:40][O:41][CH2:42][CH2:43]5)[NH:31][C:30]=4[C:29]4[CH:44]=[C:25]([CH3:24])[CH:26]=[CH:27][C:28]3=4)=[O:17])[CH2:13][CH2:14]2)=[N:5][CH:6]=[CH:7][CH:8]=1. The catalyst class is: 59.